From a dataset of Experimentally validated miRNA-target interactions with 360,000+ pairs, plus equal number of negative samples. Binary Classification. Given a miRNA mature sequence and a target amino acid sequence, predict their likelihood of interaction. (1) The miRNA is hsa-miR-4439 with sequence GUGACUGAUACCUUGGAGGCAU. The protein sequence of the target gene is MFRIEGLAPKLDPEEMKRKMREDVISSIRNFLIYVALLRVTPFILKKLDSI. Result: 1 (interaction). (2) The miRNA is hsa-miR-603 with sequence CACACACUGCAAUUACUUUUGC. The protein sequence of the target gene is MQRAGSSGGRGECDISGAGRLGLEEAARLSCAVHTSPGGGRRPGQAAGMSAKERPKGKVIKDSVTLLPCFYFVELPILASSVVSLYFLELTDVFKPVHSGFSCYDRSLSMPYIEPTQEAIPFLMLLSLAFAGPAITIMVGEGILYCCLSKRRNGVGLEPNINAGGCNFNSFLRRAVRFVGVHVFGLCSTALITDIIQLSTGYQAPYFLTVCKPNYTSLNVSCKENSYIVEDICSGSDLTVINSGRKSFPSQHATLAAFAAVYVSMYFNSTLTDSSKLLKPLLVFTFIICGIICGLTRITQ.... Result: 0 (no interaction). (3) The miRNA is hsa-miR-570-3p with sequence CGAAAACAGCAAUUACCUUUGC. The protein sequence of the target gene is MTTCSRQFTSSSSMKGSCGIGGGIGGGSSRISSVLAGGSCRAPSTYGGGLSVSSSRFSSGGACGLGGGYGGGFSSSSSSFGSGFGGGYGGGLGAGLGGGFGGGFAGGDGLLVGSEKVTMQNLNDRLASYLDKVRALEEANADLEVKIRDWYQRQRPAEIKDYSPYFKTIEDLRNKILTATVDNANVLLQIDNARLAADDFRTKYETELNLRMSVEADINGLRRVLDELTLARADLEMQIESLKEELAYLKKNHEEEMNALRGQVGGDVNVEMDAAPGVDLSRILNEMRDQYEKMAEKNRK.... Result: 0 (no interaction). (4) The miRNA is hsa-miR-4664-5p with sequence UGGGGUGCCCACUCCGCAAGUU. The protein sequence of the target gene is MKGFKLSCTASNSNRSTPACSPILRKRSRSPTPQNQDGDTMVEKGSDHSSDKSPSTPEQGVQRSCSSQSGRSGGKNSKKSQSWYNVLSPTYKQRNEDFRKLFKQLPDTERLIVDYSCALQRDILLQGRLYLSENWICFYSNIFRWETLLTVRLKDICSMTKEKTARLIPNAIQVCTDSEKHFFTSFGARDRTYMMMFRLWQNALLEKPLCPKELWHFVHQCYGNELGLTSDDEDYVPPDDDFNTMGYCEEIPIEENEVNDSSSKSSIETKPDASPQLPKKSITNSTLTSTGSSEAPVSFD.... Result: 0 (no interaction). (5) The miRNA is hsa-miR-4759 with sequence UAGGACUAGAUGUUGGAAUUA. The protein sequence of the target gene is MGNCHTVGPNEALVVSGGCCGSDYKQYVFGGWAWAWWCISDTQRISLEIMTLQPRCEDVETAEGVALTVTGVAQVKIMTEKELLAVACEQFLGKNVQDIKNVVLQTLEGHLRSILGTLTVEQIYQDRDQFAKLVREVAAPDVGRMGIEILSFTIKDVYDKVDYLSSLGKTQTAVVQRDADIGVAEAERDAGIREAECKKEMLDVKFMADTKIADSKRAFELQKSAFSEEVNIKTAEAQLAYELQGAREQQKIRQEEIEIEVVQRKKQIAVEAQEILRTDKELIATVRRPAEAEAHRIQQI.... Result: 0 (no interaction). (6) The miRNA is hsa-miR-4662b with sequence AAAGAUGGACAAUUGGCUAAAU. The protein sequence of the target gene is MPRCPAGAMDEGPVDLRTRPKAAGLPGAALPLRKRPLRAPSPEPAAPRGAAGLVVPLDPLRGGCDLPAVPGPPHGLARPEALYYPGALLPLYPTRAMGSPFPLVNLPTPLYPMMCPMEHPLSADIAMATRADEDGDTPLHIAVVQGNLPAVHRLVNLFQQGGRELDIYNNLRQTPLHLAVITTLPSVVRLLVTAGASPMALDRHGQTAAHLACEHRSPTCLRALLDSAAPGTLDLEARNYDGLTALHVAVNTECQETVQLLLERGADIDAVDIKSGRSPLIHAVENNSLSMVQLLLQHGA.... Result: 1 (interaction). (7) The miRNA is hsa-miR-759 with sequence GCAGAGUGCAAACAAUUUUGAC. The protein sequence of the target gene is MSEQTPAEAGAAGAREDACRDYQSSLEDLTFNSKPHINMLTILAEENLPFAKEIVSLIEAQTAKAPSSEKLPVMYLMDSIVKNVGREYLTAFTKNLVATFICVFEKVDENTRKSLFKLRSTWDEIFPLKKLYALDVRVNSLDPAWPIKPLPPNVNTSSIHVNPKFLNKSPEEPSTPGTVVSSPSISTPPIVPDIQKNLTQEQLIRQQLLAKQKQLLELQQKKLELELEQAKAQLAVSLSVQQETSNLGPGSAPSKLHVSQIPPMAVKAPHQVPVQSEKSRPGPSLQIQDLKGTNRDPRLN.... Result: 1 (interaction).